Dataset: Catalyst prediction with 721,799 reactions and 888 catalyst types from USPTO. Task: Predict which catalyst facilitates the given reaction. (1) The catalyst class is: 5. Product: [OH:1][C:2]1[CH:7]=[C:6]([O:8][CH2:9][CH2:10][O:11][CH2:12][CH2:13][O:14][CH3:15])[CH:5]=[CH:4][C:3]=1[N:16]1[CH:20]=[CH:19][C:18]([C:21]([OH:23])=[O:22])=[N:17]1. Reactant: [OH:1][C:2]1[CH:7]=[C:6]([O:8][CH2:9][CH2:10][O:11][CH2:12][CH2:13][O:14][CH3:15])[CH:5]=[CH:4][C:3]=1[N:16]1[CH:20]=[CH:19][C:18]([C:21]([O:23]C)=[O:22])=[N:17]1.[Li+].[OH-]. (2) Reactant: B(Br)(Br)Br.C[O:6][C:7]1[CH:12]=[CH:11][C:10]2[CH:13]3[CH2:18][CH2:17][N:16]([C:19]([O:21][C:22]([CH3:25])([CH3:24])[CH3:23])=[O:20])[CH2:15][CH:14]3[O:26][C:9]=2[CH:8]=1.[OH-].[Na+].C(OC(OC(C)(C)C)=O)(OC(C)(C)C)=O. Product: [OH:6][C:7]1[CH:12]=[CH:11][C:10]2[CH:13]3[CH2:18][CH2:17][N:16]([C:19]([O:21][C:22]([CH3:24])([CH3:23])[CH3:25])=[O:20])[CH2:15][CH:14]3[O:26][C:9]=2[CH:8]=1. The catalyst class is: 34.